From a dataset of Full USPTO retrosynthesis dataset with 1.9M reactions from patents (1976-2016). Predict the reactants needed to synthesize the given product. (1) Given the product [CH3:1][C:2]1[CH:3]=[C:4]([C:12]2[N:13]=[CH:14][CH:15]=[CH:16][N:17]=2)[C:5]([C:8]([O-:10])=[O:9])=[N:6][CH:7]=1.[Li+:18], predict the reactants needed to synthesize it. The reactants are: [CH3:1][C:2]1[CH:3]=[C:4]([C:12]2[N:17]=[CH:16][CH:15]=[CH:14][N:13]=2)[C:5]([C:8]([O:10]C)=[O:9])=[N:6][CH:7]=1.[Li+:18].[OH-].O. (2) Given the product [CH3:25][N:8]([C@@:9]1([CH3:24])[CH2:13][CH2:12][NH:11][CH2:10]1)[C:6](=[O:7])[O:5][C:1]([CH3:4])([CH3:2])[CH3:3], predict the reactants needed to synthesize it. The reactants are: [C:1]([O:5][C:6]([N:8]([CH3:25])[C@@:9]1([CH3:24])[CH2:13][CH2:12][N:11](C(OCC2C=CC=CC=2)=O)[CH2:10]1)=[O:7])([CH3:4])([CH3:3])[CH3:2]. (3) Given the product [F:12][C:13]1[C:14]([NH:23][C:24]2[CH:29]=[CH:28][C:27]([I:30])=[CH:26][C:25]=2[F:31])=[C:15]([C:16]([C:4]2[O:5][CH:6]=[C:2]([CH3:1])[N:3]=2)=[O:17])[CH:19]=[CH:20][C:21]=1[F:22], predict the reactants needed to synthesize it. The reactants are: [CH3:1][C:2]1[N:3]=[CH:4][O:5][CH:6]=1.C([Li])CCC.[F:12][C:13]1[C:14]([NH:23][C:24]2[CH:29]=[CH:28][C:27]([I:30])=[CH:26][C:25]=2[F:31])=[C:15]([CH:19]=[CH:20][C:21]=1[F:22])[C:16](Cl)=[O:17]. (4) Given the product [CH2:1]([NH:8][C:9]1[CH:14]=[C:13]([NH:15][C:16]2[CH:17]=[N:18][C:19]([N:22]3[CH2:27][CH2:26][O:25][CH2:24][CH2:23]3)=[CH:20][CH:21]=2)[N:12]=[CH:11][C:10]=1[CH2:37][C:38]([NH2:40])=[O:39])[C:2]1[CH:7]=[CH:6][CH:5]=[CH:4][CH:3]=1, predict the reactants needed to synthesize it. The reactants are: [CH2:1]([NH:8][C:9]1[CH:14]=[C:13]([N:15](CC2C=CC(OC)=CC=2)[C:16]2[CH:17]=[N:18][C:19]([N:22]3[CH2:27][CH2:26][O:25][CH2:24][CH2:23]3)=[CH:20][CH:21]=2)[N:12]=[CH:11][C:10]=1[CH2:37][C:38]([NH2:40])=[O:39])[C:2]1[CH:7]=[CH:6][CH:5]=[CH:4][CH:3]=1.FC(F)(F)C(O)=O. (5) Given the product [C:11]([C:3]1[C:4]2[CH2:10][CH2:9][CH2:8][CH2:7][C:5]=2[S:6][C:2]=1[NH:1][CH:21]([CH:25]=[CH:26][C:27]1[CH:32]=[CH:31][CH:30]=[CH:29][CH:28]=1)[C:20]([OH:24])=[O:23])(=[O:12])[C:13]1[CH:14]=[CH:15][CH:16]=[CH:17][CH:18]=1, predict the reactants needed to synthesize it. The reactants are: [NH2:1][C:2]1[S:6][C:5]2[CH2:7][CH2:8][CH2:9][CH2:10][C:4]=2[C:3]=1[C:11]([C:13]1[CH:18]=[CH:17][CH:16]=[CH:15][CH:14]=1)=[O:12].O.[C:20]([OH:24])(=[O:23])[CH:21]=O.[CH:25](B(O)O)=[CH:26][C:27]1[CH:32]=[CH:31][CH:30]=[CH:29][CH:28]=1. (6) Given the product [Cl:1][C:2]1[C:7]([Cl:8])=[CH:6][C:5]2[NH:9][C:16](=[O:15])[CH2:17][C:18]([C:19]3[CH:24]=[CH:23][CH:22]=[C:21]([C:25]4[N:30]=[CH:29][CH:28]=[CH:27][N:26]=4)[CH:20]=3)=[N:10][C:4]=2[CH:3]=1, predict the reactants needed to synthesize it. The reactants are: [Cl:1][C:2]1[C:7]([Cl:8])=[CH:6][C:5]([NH2:9])=[C:4]([NH2:10])[CH:3]=1.C([O:15][C:16](=O)[CH2:17][C:18](=O)[C:19]1[CH:24]=[CH:23][CH:22]=[C:21]([C:25]2[N:30]=[CH:29][CH:28]=[CH:27][N:26]=2)[CH:20]=1)(C)(C)C.